Dataset: Reaction yield outcomes from USPTO patents with 853,638 reactions. Task: Predict the reaction yield, written as a fraction of the theoretical maximum amount of product (1.0 means a 100% yield; for example, 0.34 means a 34% yield). (1) The reactants are [CH3:1][C:2]1[CH:3]=[CH:4][CH:5]=[C:6]2[C:11]=1[N:10]=[CH:9][CH:8]=[CH:7]2.[N+:12]([O-])([O-:14])=[O:13].[K+]. The catalyst is OS(O)(=O)=O. The product is [CH3:1][C:2]1[CH:3]=[CH:4][C:5]([N+:12]([O-:14])=[O:13])=[C:6]2[C:11]=1[N:10]=[CH:9][CH:8]=[CH:7]2. The yield is 0.940. (2) The reactants are [F:1][C:2]([F:7])([F:6])[C:3]([OH:5])=[O:4].[CH2:8]([S:10]([N:13]1[CH2:18][CH2:17][CH:16]([C:19]2[C:27]3[C:22](=[C:23]([C:38]([NH2:40])=[O:39])[CH:24]=[C:25]([C:28]4[CH:33]=[C:32]([CH2:34][NH:35][CH3:36])[CH:31]=[C:30]([F:37])[CH:29]=4)[CH:26]=3)[NH:21][CH:20]=2)[CH2:15][CH2:14]1)(=[O:12])=[O:11])[CH3:9].CN. No catalyst specified. The product is [F:1][C:2]([F:7])([F:6])[C:3]([OH:5])=[O:4].[CH2:8]([S:10]([N:13]1[CH2:18][CH2:17][CH:16]([C:19]2[C:27]3[C:22](=[C:23]([C:38]([NH2:40])=[O:39])[CH:24]=[C:25]([C:28]4[CH:33]=[C:32]([CH2:34][NH:35][CH2:36][CH2:2][CH3:3])[CH:31]=[C:30]([F:37])[CH:29]=4)[CH:26]=3)[NH:21][CH:20]=2)[CH2:15][CH2:14]1)(=[O:11])=[O:12])[CH3:9]. The yield is 0.720. (3) The reactants are Cl.[CH3:2][O:3][C:4]([C:6]1([NH2:12])[CH2:11][CH2:10][CH2:9][CH2:8][CH2:7]1)=[O:5].[CH3:13][O:14][C:15]1[CH:23]=[CH:22][C:18]([C:19](Cl)=[O:20])=[CH:17][CH:16]=1. No catalyst specified. The product is [CH3:2][O:3][C:4]([C:6]1([NH:12][C:19]([C:18]2[CH:22]=[CH:23][C:15]([O:14][CH3:13])=[CH:16][CH:17]=2)=[O:20])[CH2:7][CH2:8][CH2:9][CH2:10][CH2:11]1)=[O:5]. The yield is 0.710. (4) The reactants are [N+:1]([C:4]1[CH:5]=[C:6]([C:10]2[CH:11]=[N:12][CH:13]=[CH:14][CH:15]=2)[CH:7]=[CH:8][CH:9]=1)([O-:3])=[O:2].[S:16]([O:21]C)([O:19][CH3:20])(=[O:18])=[O:17]. The catalyst is C(OCC)C. The product is [CH3:20][O:19][S:16]([O-:21])(=[O:18])=[O:17].[CH3:20][N+:12]1[CH:13]=[CH:14][CH:15]=[C:10]([C:6]2[CH:7]=[CH:8][CH:9]=[C:4]([N+:1]([O-:3])=[O:2])[CH:5]=2)[CH:11]=1. The yield is 0.820. (5) The reactants are [C:1]([O:5][C:6](=[O:29])[NH:7][C@H:8]1[CH2:16][CH2:15][CH2:14][C@H:13]([CH2:17][CH2:18]O)[C@@H:12]([O:20][C:21]2[CH:26]=[CH:25][CH:24]=[CH:23][CH:22]=2)[C@H:11]([CH3:27])[O:10][C:9]1=[O:28])([CH3:4])([CH3:3])[CH3:2].[Br:30]C(Br)(Br)Br.C1(P(C2C=CC=CC=2)C2C=CC=CC=2)C=CC=CC=1.CC(C)=O. The catalyst is C(Cl)Cl. The product is [C:1]([O:5][C:6](=[O:29])[NH:7][C@H:8]1[CH2:16][CH2:15][CH2:14][C@H:13]([CH2:17][CH2:18][Br:30])[C@@H:12]([O:20][C:21]2[CH:26]=[CH:25][CH:24]=[CH:23][CH:22]=2)[C@H:11]([CH3:27])[O:10][C:9]1=[O:28])([CH3:4])([CH3:3])[CH3:2]. The yield is 0.880.